Dataset: CYP2D6 inhibition data for predicting drug metabolism from PubChem BioAssay. Task: Regression/Classification. Given a drug SMILES string, predict its absorption, distribution, metabolism, or excretion properties. Task type varies by dataset: regression for continuous measurements (e.g., permeability, clearance, half-life) or binary classification for categorical outcomes (e.g., BBB penetration, CYP inhibition). Dataset: cyp2d6_veith. The compound is CN1CCN(c2ncc3nc(-c4cc(F)cc(F)c4)c(=O)n(CCc4ccccc4)c3n2)CC1. The result is 0 (non-inhibitor).